The task is: Predict the reaction yield, written as a fraction of the theoretical maximum amount of product (1.0 means a 100% yield; for example, 0.34 means a 34% yield).. This data is from Reaction yield outcomes from USPTO patents with 853,638 reactions. (1) The yield is 0.720. The reactants are [N+:1]([C:4]1[CH:10]=[CH:9][C:7]([NH2:8])=[CH:6][CH:5]=1)([O-:3])=[O:2].[Br:11]Br. The product is [Br:11][C:9]1[CH:10]=[C:4]([N+:1]([O-:3])=[O:2])[CH:5]=[CH:6][C:7]=1[NH2:8]. The catalyst is CC(O)=O. (2) The reactants are [N+:1]([C:4]1[CH:11]=[C:10]([O:12][CH2:13][CH:14]2[CH2:19][CH2:18][N:17](C(OC(C)(C)C)=O)[CH2:16][CH2:15]2)[C:9]([O:27][CH3:28])=[CH:8][C:5]=1[C:6]#[N:7])([O-:3])=[O:2].C(O)(C(F)(F)F)=O. The catalyst is C(Cl)Cl. The product is [N+:1]([C:4]1[CH:11]=[C:10]([O:12][CH2:13][CH:14]2[CH2:15][CH2:16][NH:17][CH2:18][CH2:19]2)[C:9]([O:27][CH3:28])=[CH:8][C:5]=1[C:6]#[N:7])([O-:3])=[O:2]. The yield is 0.880.